From a dataset of Serine/threonine kinase 33 screen with 319,792 compounds. Binary Classification. Given a drug SMILES string, predict its activity (active/inactive) in a high-throughput screening assay against a specified biological target. (1) The molecule is S1C(CC(=O)Nc2ccc(F)cc2)C(=O)N=C1N1CCOCC1. The result is 0 (inactive). (2) The compound is S(=O)(=O)(Nc1cc2c(OC(CN(CC3CCCCC3)C)C(CN(C(CO)C)C(=O)C2)C)cc1)c1ccc(F)cc1. The result is 0 (inactive).